Dataset: Full USPTO retrosynthesis dataset with 1.9M reactions from patents (1976-2016). Task: Predict the reactants needed to synthesize the given product. (1) Given the product [NH2:45][C:36]1[CH:37]=[C:38]([CH:43]=[CH:44][C:35]=1[O:34][CH2:33][CH:29]1[CH2:30][CH2:31][CH2:32][N:28]1[NH:27][C:25](=[O:26])[CH2:24][C:21]1[CH:22]=[CH:23][C:18]([NH:17][C:16]([NH:15][C:10]2[CH:11]=[CH:12][CH:13]=[CH:14][C:9]=2[OH:8])=[O:50])=[C:19]([O:48][CH3:49])[CH:20]=1)[C:39]([O:41][CH3:42])=[O:40], predict the reactants needed to synthesize it. The reactants are: C([O:8][C:9]1[CH:14]=[CH:13][CH:12]=[CH:11][C:10]=1[NH:15][C:16](=[O:50])[NH:17][C:18]1[CH:23]=[CH:22][C:21]([CH2:24][C:25]([NH:27][N:28]2[CH2:32][CH2:31][CH2:30][CH:29]2[CH2:33][O:34][C:35]2[CH:44]=[CH:43][C:38]([C:39]([O:41][CH3:42])=[O:40])=[CH:37][C:36]=2[N+:45]([O-])=O)=[O:26])=[CH:20][C:19]=1[O:48][CH3:49])C1C=CC=CC=1. (2) Given the product [CH2:33]([O:32][P:25]([O-:37])([O:27][CH2:28][CH2:29][CH2:30][CH3:31])=[O:26])[CH2:34][CH2:35][CH3:36].[CH2:28]([N+:22]1[CH:23]=[CH:24][N:20]([CH2:8][CH2:9][CH2:10][CH2:11][CH2:12][CH2:13][CH2:14][CH2:15][CH2:16][CH2:17][CH2:18][CH3:19])[CH:21]=1)[CH2:29][CH2:30][CH3:31], predict the reactants needed to synthesize it. The reactants are: C(N1C=CN=C1)C.[CH2:8]([N:20]1[CH:24]=[CH:23][N:22]=[CH:21]1)[CH2:9][CH2:10][CH2:11][CH2:12][CH2:13][CH2:14][CH2:15][CH2:16][CH2:17][CH2:18][CH3:19].[P:25]([O:37]CCCC)([O:32][CH2:33][CH2:34][CH2:35][CH3:36])([O:27][CH2:28][CH2:29][CH2:30][CH3:31])=[O:26]. (3) Given the product [CH2:34]([O:1][C:2]1[CH:11]=[C:10]2[C:5]([CH2:6][CH2:7][CH2:8][C:9]2=[O:12])=[CH:4][CH:3]=1)[CH2:33][C:27]1[CH:32]=[CH:31][CH:30]=[CH:29][CH:28]=1, predict the reactants needed to synthesize it. The reactants are: [OH:1][C:2]1[CH:11]=[C:10]2[C:5]([CH2:6][CH2:7][CH2:8][C:9]2=[O:12])=[CH:4][CH:3]=1.N(C(OC(C)C)=O)=NC(OC(C)C)=O.[C:27]1([CH2:33][CH2:34]O)[CH:32]=[CH:31][CH:30]=[CH:29][CH:28]=1.C1(P(C2C=CC=CC=2)C2C=CC=CC=2)C=CC=CC=1. (4) The reactants are: C[O:2][C:3]1[CH:4]=[C:5]2[C:10](=[CH:11][CH:12]=1)[CH:9]([CH2:13][C:14]1[N:15]=[CH:16][NH:17][CH:18]=1)[CH2:8][CH2:7][CH2:6]2.Br.[OH-].[NH4+]. Given the product [NH:17]1[CH:18]=[C:14]([CH2:13][CH:9]2[CH2:8][CH2:7][CH2:6][C:5]3[CH:4]=[C:3]([OH:2])[CH:12]=[CH:11][C:10]2=3)[N:15]=[CH:16]1, predict the reactants needed to synthesize it. (5) Given the product [CH3:19][N:18]([CH3:20])[C:14]1[CH:15]=[C:16]2[C:11](=[CH:12][CH:13]=1)[CH:10]=[C:9]([CH:21]=[C:24]([C:23]#[N:27])[C:25]#[N:26])[C:8]([Si:1]([C:4]([CH3:7])([CH3:6])[CH3:5])([CH3:3])[CH3:2])=[CH:17]2, predict the reactants needed to synthesize it. The reactants are: [Si:1]([C:8]1[C:9]([CH:21]=O)=[CH:10][C:11]2[C:16]([CH:17]=1)=[CH:15][C:14]([N:18]([CH3:20])[CH3:19])=[CH:13][CH:12]=2)([C:4]([CH3:7])([CH3:6])[CH3:5])([CH3:3])[CH3:2].[C:23](#[N:27])[CH2:24][C:25]#[N:26].N1CCCCC1. (6) Given the product [CH3:1][O:2][C:3]([C:5]1[N:6]([N:11]([C:27](=[O:28])[CH2:26][C:25]([O:24][CH3:23])=[O:30])[CH2:12][C:13]2[CH:18]=[CH:17][C:16]([C:19]([F:22])([F:20])[F:21])=[CH:15][CH:14]=2)[CH:7]=[C:8]([Br:10])[CH:9]=1)=[O:4], predict the reactants needed to synthesize it. The reactants are: [CH3:1][O:2][C:3]([C:5]1[N:6]([NH:11][CH2:12][C:13]2[CH:18]=[CH:17][C:16]([C:19]([F:22])([F:21])[F:20])=[CH:15][CH:14]=2)[CH:7]=[C:8]([Br:10])[CH:9]=1)=[O:4].[CH3:23][O:24][C:25](=[O:30])[CH2:26][C:27](Cl)=[O:28]. (7) Given the product [CH3:31][C:7]1[CH:8]=[C:9]([S:13][CH2:14][C:15]2[S:19][C:18]([C:20]3[CH:25]=[CH:24][C:23]([C:26]([F:29])([F:27])[F:28])=[CH:22][CH:21]=3)=[N:17][C:16]=2[CH3:30])[C:10]([CH3:12])=[CH:11][C:6]=1[O:5][CH2:4][C:3]([OH:32])=[O:2], predict the reactants needed to synthesize it. The reactants are: C[O:2][C:3](=[O:32])[CH2:4][O:5][C:6]1[CH:11]=[C:10]([CH3:12])[C:9]([S:13][CH2:14][C:15]2[S:19][C:18]([C:20]3[CH:25]=[CH:24][C:23]([C:26]([F:29])([F:28])[F:27])=[CH:22][CH:21]=3)=[N:17][C:16]=2[CH3:30])=[CH:8][C:7]=1[CH3:31].O.[OH-].[Li+].Cl. (8) The reactants are: [CH:1]1([N:7]2[CH2:13][C:12]([F:15])([F:14])[C:11](=[O:16])[N:10]([CH3:17])[C:9]3[CH:18]=[N:19][C:20]([NH:22][C:23]4[CH:31]=[CH:30][C:26]([C:27]([OH:29])=O)=[CH:25][C:24]=4[O:32][CH3:33])=[N:21][C:8]2=3)[CH2:6][CH2:5][CH2:4][CH2:3][CH2:2]1.CN(C(ON1N=NC2C=CC=NC1=2)=[N+](C)C)C.F[P-](F)(F)(F)(F)F.[NH2:58][C@H:59]1[CH:64]2[CH2:65][CH2:66][N:61]([CH2:62][CH2:63]2)[CH2:60]1. Given the product [CH:1]1([N:7]2[CH2:13][C:12]([F:15])([F:14])[C:11](=[O:16])[N:10]([CH3:17])[C:9]3[CH:18]=[N:19][C:20]([NH:22][C:23]4[CH:31]=[CH:30][C:26]([C:27]([NH:58][C@H:59]5[CH:64]6[CH2:65][CH2:66][N:61]([CH2:62][CH2:63]6)[CH2:60]5)=[O:29])=[CH:25][C:24]=4[O:32][CH3:33])=[N:21][C:8]2=3)[CH2:6][CH2:5][CH2:4][CH2:3][CH2:2]1, predict the reactants needed to synthesize it. (9) Given the product [F:33][C:30]1[CH:31]=[CH:32][C:27]([N:11]2[C:10](=[O:25])[C:9]([CH2:8][C:5]3[CH:6]=[CH:7][C:2]([F:1])=[CH:3][CH:4]=3)=[C:14]([C:15]3[CH:20]=[CH:19][C:18]([S:21]([CH3:24])(=[O:23])=[O:22])=[CH:17][CH:16]=3)[CH:13]=[N:12]2)=[CH:28][CH:29]=1, predict the reactants needed to synthesize it. The reactants are: [F:1][C:2]1[CH:7]=[CH:6][C:5]([CH2:8][C:9]2[C:10](=[O:25])[NH:11][N:12]=[CH:13][C:14]=2[C:15]2[CH:20]=[CH:19][C:18]([S:21]([CH3:24])(=[O:23])=[O:22])=[CH:17][CH:16]=2)=[CH:4][CH:3]=1.I[C:27]1[CH:32]=[CH:31][C:30]([F:33])=[CH:29][CH:28]=1.N.